From a dataset of Peptide-MHC class II binding affinity with 134,281 pairs from IEDB. Regression. Given a peptide amino acid sequence and an MHC pseudo amino acid sequence, predict their binding affinity value. This is MHC class II binding data. (1) The peptide sequence is GANYFLQISRVNDLN. The MHC is HLA-DQA10101-DQB10501 with pseudo-sequence HLA-DQA10101-DQB10501. The binding affinity (normalized) is 0.333. (2) The peptide sequence is VKPLYIITPTNVSHI. The MHC is DRB1_1101 with pseudo-sequence DRB1_1101. The binding affinity (normalized) is 0.820. (3) The peptide sequence is DVTITAPGDSPNTDG. The MHC is DRB1_0701 with pseudo-sequence DRB1_0701. The binding affinity (normalized) is 0. (4) The peptide sequence is INEPTAAAIMYGLDR. The MHC is HLA-DQA10501-DQB10301 with pseudo-sequence HLA-DQA10501-DQB10301. The binding affinity (normalized) is 0.800. (5) The peptide sequence is KLNNQFGSMPALTIA. The MHC is DRB1_0404 with pseudo-sequence DRB1_0404. The binding affinity (normalized) is 0.630.